This data is from Forward reaction prediction with 1.9M reactions from USPTO patents (1976-2016). The task is: Predict the product of the given reaction. (1) Given the reactants ClC(O[CH2:5][CH3:6])=O.[C:7]([N:15](C1C=CC=CC=1)[CH2:16][CH:17]([C:19]([S:21][CH2:22][CH2:23][NH:24][C:25](=[O:68])[CH2:26][CH2:27][NH:28][C:29](=[O:67])[C@H:30]([OH:66])[C:31]([CH3:65])([CH3:64])[CH2:32][O:33][P:34]([OH:63])(=[O:62])[O:35][P:36]([OH:61])(=[O:60])[O:37][CH2:38][C@H:39]1[O:43][C@@H:42](N2C3N=CN=C(N)C=3N=C2)[C@H:41]([OH:54])[C@@H:40]1[O:55][P:56]([OH:59])([OH:58])=[O:57])=[O:20])[OH:18])(=[O:14])[C:8]1[CH:13]=[CH:12][CH:11]=[CH:10][CH:9]=1.[N:75]1[C:83]([NH2:84])=[C:82]2[C:78]([N:79]=[CH:80][NH:81]2)=[N:77][CH:76]=1, predict the reaction product. The product is: [C:7]([NH:15][C@@H:16]([C:6]1[CH:5]=[CH:10][CH:9]=[CH:8][CH:7]=1)[C@H:17]([C:19]([S:21][CH2:22][CH2:23][NH:24][C:25](=[O:68])[CH2:26][CH2:27][NH:28][C:29](=[O:67])[C@H:30]([OH:66])[C:31]([CH3:65])([CH3:64])[CH2:32][O:33][P:34]([OH:63])(=[O:62])[O:35][P:36]([OH:61])(=[O:60])[O:37][CH2:38][C@H:39]1[O:43][C@@H:42]([N:79]2[C:78]3[N:77]=[CH:76][N:75]=[C:83]([NH2:84])[C:82]=3[N:81]=[CH:80]2)[C@H:41]([OH:54])[C@@H:40]1[O:55][P:56]([OH:58])([OH:59])=[O:57])=[O:20])[OH:18])(=[O:14])[C:8]1[CH:13]=[CH:12][CH:11]=[CH:10][CH:9]=1. (2) The product is: [CH3:26][N:27]([CH2:28][CH2:29][CH2:30][CH2:31][S:32]([CH2:35][CH2:36][CH2:37][C:38]([F:44])([F:43])[C:39]([F:42])([F:41])[F:40])(=[O:33])=[O:34])[CH2:2][CH2:3][CH2:4][CH2:5][CH2:6][CH2:7][C:8]1[C:14]2[CH:15]=[CH:16][C:17]([OH:19])=[CH:18][C:13]=2[CH2:12][CH2:11][CH2:10][C:9]=1[C:20]1[CH:25]=[CH:24][CH:23]=[CH:22][CH:21]=1. Given the reactants Br[CH2:2][CH2:3][CH2:4][CH2:5][CH2:6][CH2:7][C:8]1[C:14]2[CH:15]=[CH:16][C:17]([OH:19])=[CH:18][C:13]=2[CH2:12][CH2:11][CH2:10][C:9]=1[C:20]1[CH:25]=[CH:24][CH:23]=[CH:22][CH:21]=1.[CH3:26][NH:27][CH2:28][CH2:29][CH2:30][CH2:31][S:32]([CH2:35][CH2:36][CH2:37][C:38]([F:44])([F:43])[C:39]([F:42])([F:41])[F:40])(=[O:34])=[O:33], predict the reaction product. (3) Given the reactants [C-:1]1([CH:6]=O)[CH:5]=[CH:4][CH:3]=[CH:2]1.[CH-:8]1[CH:12]=[CH:11][CH:10]=[CH:9]1.[Fe+2:13].[NH2:14][CH2:15][CH2:16][CH2:17][CH2:18][CH2:19][CH2:20][OH:21].[C:22](O[BH-](OC(=O)C)OC(=O)C)(=O)C.[Na+], predict the reaction product. The product is: [C-:8]1([CH2:22][N:14]([CH2:6][C-:1]2[CH:2]=[CH:3][CH:4]=[CH:5]2)[CH2:15][CH2:16][CH2:17][CH2:18][CH2:19][CH2:20][OH:21])[CH:12]=[CH:11][CH:10]=[CH:9]1.[CH-:1]1[CH:5]=[CH:4][CH:3]=[CH:2]1.[Fe+2:13].[CH-:1]1[CH:5]=[CH:4][CH:3]=[CH:2]1.[Fe+2:13]. (4) Given the reactants [OH:1][CH2:2][CH2:3][C:4]1[C:8]2[CH:9]=[CH:10][C:11]([OH:13])=[CH:12][C:7]=2[O:6][CH:5]=1.C([O-])([O-])=O.[Cs+].[Cs+].Cl[C:21]1[S:22][C:23]2[CH:29]=[CH:28][CH:27]=[CH:26][C:24]=2[N:25]=1, predict the reaction product. The product is: [S:22]1[C:23]2[CH:29]=[CH:28][CH:27]=[CH:26][C:24]=2[N:25]=[C:21]1[O:13][C:11]1[CH:10]=[CH:9][C:8]2[C:4]([CH2:3][CH2:2][OH:1])=[CH:5][O:6][C:7]=2[CH:12]=1. (5) Given the reactants [CH3:1][NH:2][CH2:3][CH2:4][OH:5].C(O[BH-](OC(=O)C)OC(=O)C)(=O)C.[Na+].C(O)(=O)C.[CH:24]([C:26]1[CH:31]=[CH:30][C:29]([C:32]2[CH:37]=[CH:36][CH:35]=[C:34]([CH2:38][N:39]([CH3:51])[C:40](=[O:50])[CH2:41][NH:42][C:43](=[O:49])[O:44][C:45]([CH3:48])([CH3:47])[CH3:46])[CH:33]=2)=[CH:28][CH:27]=1)=O, predict the reaction product. The product is: [OH:5][CH2:4][CH2:3][N:2]([CH2:24][C:26]1[CH:31]=[CH:30][C:29]([C:32]2[CH:37]=[CH:36][CH:35]=[C:34]([CH2:38][N:39]([CH3:51])[C:40](=[O:50])[CH2:41][NH:42][C:43](=[O:49])[O:44][C:45]([CH3:48])([CH3:46])[CH3:47])[CH:33]=2)=[CH:28][CH:27]=1)[CH3:1]. (6) Given the reactants [Cl:1][C:2]1[C:7](N)=[C:6]([CH3:9])[CH:5]=[C:4]([CH3:10])[N:3]=1.N([O-])=O.[Na+].[BrH:15], predict the reaction product. The product is: [Br:15][C:7]1[C:2]([Cl:1])=[N:3][C:4]([CH3:10])=[CH:5][C:6]=1[CH3:9].